This data is from Full USPTO retrosynthesis dataset with 1.9M reactions from patents (1976-2016). The task is: Predict the reactants needed to synthesize the given product. (1) Given the product [N:25]1([C:23]([C:22]2[CH:21]=[CH:20][C:19]([NH:18][C:10]3[N:9]=[C:8]([CH2:7][CH2:6][C:5]4[CH:40]=[CH:41][CH:42]=[CH:43][C:4]=4[CH2:3][C:2]([NH2:1])=[O:44])[C:13]([C:14]([F:16])([F:15])[F:17])=[CH:12][N:11]=3)=[CH:39][CH:38]=2)=[O:24])[CH2:26][CH2:27][NH:28][CH2:29][CH2:30]1, predict the reactants needed to synthesize it. The reactants are: [NH2:1][C:2](=[O:44])[CH2:3][C:4]1[CH:43]=[CH:42][CH:41]=[CH:40][C:5]=1[CH2:6][CH2:7][C:8]1[C:13]([C:14]([F:17])([F:16])[F:15])=[CH:12][N:11]=[C:10]([NH:18][C:19]2[CH:39]=[CH:38][C:22]([C:23]([N:25]3[CH2:30][CH2:29][N:28](C(OC(C)(C)C)=O)[CH2:27][CH2:26]3)=[O:24])=[CH:21][CH:20]=2)[N:9]=1.C(O)(C(F)(F)F)=O. (2) Given the product [NH2:21][C:22]1[S:23][C:24]([C:30]2[CH:35]=[CH:34][CH:33]=[C:32]([F:36])[CH:31]=2)=[C:25]([C:27]([N:2]2[C@H:3]([CH2:7][NH:8][C:9]([C:11]3[C:20]4[O:19][CH2:18][CH2:17][O:16][C:15]=4[CH:14]=[CH:13][CH:12]=3)=[O:10])[CH2:4][C@H:5]3[C@@H:1]2[CH2:6]3)=[O:28])[N:26]=1, predict the reactants needed to synthesize it. The reactants are: [C@H:1]12[CH2:6][C@H:5]1[CH2:4][C@@H:3]([CH2:7][NH:8][C:9]([C:11]1[C:20]3[O:19][CH2:18][CH2:17][O:16][C:15]=3[CH:14]=[CH:13][CH:12]=1)=[O:10])[NH:2]2.[NH2:21][C:22]1[S:23][C:24]([C:30]2[CH:35]=[CH:34][CH:33]=[C:32]([F:36])[CH:31]=2)=[C:25]([C:27](O)=[O:28])[N:26]=1. (3) Given the product [F:1][C:2]1[CH:3]=[CH:4][C:5]([N:8]2[C:11](=[O:24])[C@H:10]([S:25][CH2:26][C:27]3([C:35]4[CH:36]=[CH:37][C:38]([O:41][CH3:42])=[CH:39][CH:40]=4)[O:28][CH2:29][C:30]([CH3:33])([CH3:34])[CH2:31][O:32]3)[C@H:9]2[C:43]2[CH:44]=[CH:45][C:46]([O:47][CH2:48][C:49]([O:51][C:52]([CH3:53])([CH3:54])[CH3:55])=[O:50])=[CH:56][CH:57]=2)=[CH:6][CH:7]=1, predict the reactants needed to synthesize it. The reactants are: [F:1][C:2]1[CH:7]=[CH:6][C:5]([NH:8][C@@H:9]([C:43]2[CH:57]=[CH:56][C:46]([O:47][CH2:48][C:49]([O:51][C:52]([CH3:55])([CH3:54])[CH3:53])=[O:50])=[CH:45][CH:44]=2)[C@@H:10]([S:25][CH2:26][C:27]2([C:35]3[CH:40]=[CH:39][C:38]([O:41][CH3:42])=[CH:37][CH:36]=3)[O:32][CH2:31][C:30]([CH3:34])([CH3:33])[CH2:29][O:28]2)[C:11](=[O:24])N2[C@@H](C3C=CC=CC=3)COC2=O)=[CH:4][CH:3]=1.C/C(/O[Si](C)(C)C)=N\[Si](C)(C)C.[F-].C([N+](CCCC)(CCCC)CCCC)CCC.